Task: Predict which catalyst facilitates the given reaction.. Dataset: Catalyst prediction with 721,799 reactions and 888 catalyst types from USPTO (1) Reactant: C[O:2][C:3]([C:5]1[CH:6]=[CH:7][C:8]2[O:12][C:11]([C:13]([C:18]3[CH:23]=[CH:22][C:21]([O:24][CH2:25][C:26]4([C:31]([CH3:34])([CH3:33])[CH3:32])[O:30][CH2:29][CH2:28][O:27]4)=[C:20]([CH3:35])[CH:19]=3)([CH2:16][CH3:17])[CH2:14][CH3:15])=[CH:10][C:9]=2[CH:36]=1)=[O:4].[OH-].[Na+]. Product: [C:31]([C:26]1([CH2:25][O:24][C:21]2[CH:22]=[CH:23][C:18]([C:13]([C:11]3[O:12][C:8]4[CH:7]=[CH:6][C:5]([C:3]([OH:4])=[O:2])=[CH:36][C:9]=4[CH:10]=3)([CH2:14][CH3:15])[CH2:16][CH3:17])=[CH:19][C:20]=2[CH3:35])[O:30][CH2:29][CH2:28][O:27]1)([CH3:32])([CH3:33])[CH3:34]. The catalyst class is: 92. (2) Reactant: [CH3:1][N:2]([CH:10]1[CH2:15][CH2:14][CH2:13][CH:12]([C:16]2[C:24]3[C:19](=[CH:20][CH:21]=[C:22]([NH:25][C:26]([C:28]4[S:29][CH:30]=[CH:31][CH:32]=4)=[NH:27])[CH:23]=3)[NH:18][CH:17]=2)[CH2:11]1)C(=O)OC(C)(C)C.FC(F)(F)C(O)=O.[NH4+].[OH-]. Product: [CH3:1][NH:2][CH:10]1[CH2:15][CH2:14][CH2:13][CH:12]([C:16]2[C:24]3[C:19](=[CH:20][CH:21]=[C:22]([NH:25][C:26]([C:28]4[S:29][CH:30]=[CH:31][CH:32]=4)=[NH:27])[CH:23]=3)[NH:18][CH:17]=2)[CH2:11]1. The catalyst class is: 4. (3) Reactant: Br[C:2]1[CH:3]=[C:4]2[C:12](=[CH:13][CH:14]=1)[O:11][C:7]1([CH2:10][CH2:9][CH2:8]1)[CH2:6][CH2:5]2.C([Li])CCC.[CH3:20][O:21][C:22]1[CH:29]=[CH:28][C:27]([C:30]2([OH:69])[C@H:35]([O:36][CH2:37][C:38]3[CH:43]=[CH:42][CH:41]=[CH:40][CH:39]=3)[C@@H:34]([O:44][CH2:45][C:46]3[CH:51]=[CH:50][CH:49]=[CH:48][CH:47]=3)[C@H:33]([O:52][CH2:53][C:54]3[CH:59]=[CH:58][CH:57]=[CH:56][CH:55]=3)[C@@H:32]([CH2:60][O:61][CH2:62][C:63]3[CH:68]=[CH:67][CH:66]=[CH:65][CH:64]=3)[O:31]2)=[CH:26][C:23]=1[CH:24]=[O:25].[Li]. Product: [CH3:20][O:21][C:22]1[CH:29]=[CH:28][C:27]([C:30]2([OH:69])[C@H:35]([O:36][CH2:37][C:38]3[CH:39]=[CH:40][CH:41]=[CH:42][CH:43]=3)[C@@H:34]([O:44][CH2:45][C:46]3[CH:51]=[CH:50][CH:49]=[CH:48][CH:47]=3)[C@H:33]([O:52][CH2:53][C:54]3[CH:55]=[CH:56][CH:57]=[CH:58][CH:59]=3)[C@@H:32]([CH2:60][O:61][CH2:62][C:63]3[CH:64]=[CH:65][CH:66]=[CH:67][CH:68]=3)[O:31]2)=[CH:26][C:23]=1[C:24]([C:2]1[CH:3]=[C:4]2[C:12](=[CH:13][CH:14]=1)[O:11][C:7]1([CH2:10][CH2:9][CH2:8]1)[CH2:6][CH2:5]2)=[O:25]. The catalyst class is: 182.